Dataset: Forward reaction prediction with 1.9M reactions from USPTO patents (1976-2016). Task: Predict the product of the given reaction. (1) Given the reactants [C:1]([OH:7])([C:3]([F:6])([F:5])[F:4])=[O:2].CC1OC(C=CC2C=C3CCCN4CCCC(=C34)C=2)=CC(=C(C#N)C#N)C=1.[CH2:35]([N:38]([S:54]([CH2:57][C:58]1[CH:63]=[CH:62][CH:61]=[CH:60][CH:59]=1)(=[O:56])=[O:55])[C:39]([CH:41]1[CH2:46][CH2:45][N:44](C(OC(C)(C)C)=O)[CH2:43][CH2:42]1)=[O:40])[CH:36]=[CH2:37], predict the reaction product. The product is: [F:4][C:3]([F:6])([F:5])[C:1]([OH:7])=[O:2].[CH2:35]([N:38]([S:54]([CH2:57][C:58]1[CH:59]=[CH:60][CH:61]=[CH:62][CH:63]=1)(=[O:56])=[O:55])[C:39]([CH:41]1[CH2:42][CH2:43][NH:44][CH2:45][CH2:46]1)=[O:40])[CH:36]=[CH2:37]. (2) Given the reactants C(O[C:6]([N:8]1[CH2:13][CH2:12][CH2:11][C@@H:10]([NH:14][C:15]2[CH:20]=[CH:19][C:18]([C:21]([F:24])([F:23])[F:22])=[CH:17][N:16]=2)[C@@H:9]1[CH3:25])=[O:7])(C)(C)C.CC1C=C(C)N=C(N[C@@H]2CCCN(C([C:43]3[CH:48]=[CH:47][C:46](F)=[CH:45][C:44]=3[N:50]3[N:54]=[CH:53][CH:52]=[N:51]3)=O)[C@H]2C)N=1.CN(C(ON1N=NC2C=CC=NC1=2)=[N+](C)C)C.F[P-](F)(F)(F)(F)F.CN(C(ON1N=NC2C=CC=CC1=2)=[N+](C)C)C.F[P-](F)(F)(F)(F)F, predict the reaction product. The product is: [N:51]1[N:50]([C:44]2[CH:45]=[CH:46][CH:47]=[CH:48][C:43]=2[C:6]([N:8]2[CH2:13][CH2:12][CH2:11][C@@H:10]([NH:14][C:15]3[CH:20]=[CH:19][C:18]([C:21]([F:22])([F:23])[F:24])=[CH:17][N:16]=3)[C@@H:9]2[CH3:25])=[O:7])[N:54]=[CH:53][CH:52]=1. (3) Given the reactants [CH2:1]([N:8]1[CH:12]=[C:11]([CH2:13][CH2:14][CH2:15][CH2:16][OH:17])[N:10]=[N:9]1)[C:2]1[CH:7]=[CH:6][CH:5]=[CH:4][CH:3]=1.CC(OI1(OC(C)=O)(OC(C)=O)OC(=O)C2C=CC=CC1=2)=O, predict the reaction product. The product is: [CH2:1]([N:8]1[CH:12]=[C:11]([CH2:13][CH2:14][CH2:15][CH:16]=[O:17])[N:10]=[N:9]1)[C:2]1[CH:7]=[CH:6][CH:5]=[CH:4][CH:3]=1. (4) Given the reactants [C-:1]#[N:2].[Na+].[CH3:4][O:5][C:6](=[O:14])[CH2:7][CH2:8][CH2:9][CH2:10][CH2:11][CH2:12]Br.[CH3:15]S(C)=O, predict the reaction product. The product is: [CH2:4]([O:5][C:6](=[O:14])[CH2:7][CH2:8][CH2:9][CH2:10][CH2:11][CH2:12][C:1]#[N:2])[CH3:15]. (5) Given the reactants [F:1][C:2]1[CH:3]=[C:4]([CH2:9][C:10]([NH:12][C@H:13]([C:15]([OH:17])=O)[CH3:14])=[O:11])[CH:5]=[C:6]([F:8])[CH:7]=1.[NH2:18][CH:19]1[N:25]=[C:24]([C:26]2[CH:31]=[CH:30][CH:29]=[CH:28][CH:27]=2)[C:23]2[CH:32]=[CH:33][CH:34]=[CH:35][C:22]=2[N:21]([CH2:36][CH3:37])[C:20]1=[O:38], predict the reaction product. The product is: [F:8][C:6]1[CH:5]=[C:4]([CH2:9][C:10]([NH:12][C@H:13]([C:15]([NH:18][CH:19]2[N:25]=[C:24]([C:26]3[CH:31]=[CH:30][CH:29]=[CH:28][CH:27]=3)[C:23]3[CH:32]=[CH:33][CH:34]=[CH:35][C:22]=3[N:21]([CH2:36][CH3:37])[C:20]2=[O:38])=[O:17])[CH3:14])=[O:11])[CH:3]=[C:2]([F:1])[CH:7]=1. (6) The product is: [CH:20]1[CH:21]=[C:22]2[C:23]([C:2]3[C:3]([NH:16][C:17]2=[CH:18][CH:19]=1)=[CH:4][C:5]1[C:14]([C:13]2[C:8]([NH:7][C:6]=1[CH:1]=3)=[CH:9][CH:10]=[CH:11][CH:12]=2)=[O:15])=[O:24]. Given the reactants [CH2:1]1[C:6]2[NH:7][C:8]3[C:13]([C:14](=[O:15])[C:5]=2[CH2:4][C:3]2[NH:16][C:17]4[C:22]([C:23](=[O:24])[C:2]1=2)=[CH:21][CH:20]=[CH:19][CH:18]=4)=[CH:12][CH:11]=[CH:10][CH:9]=3.[OH-].[Na+].[Na].OO, predict the reaction product. (7) Given the reactants Br[C:2]1[CH:7]=[CH:6][C:5]2[C:8]3[CH2:13][CH2:12][N:11]([C:14]([O:16][C:17]([CH3:20])([CH3:19])[CH3:18])=[O:15])[CH2:10][C:9]=3[S:21][C:4]=2[CH:3]=1.[CH3:22][C:23]1[N:28]=[CH:27][C:26]([CH2:29][O:30][C:31]2[CH:36]=[CH:35][NH:34][C:33](=[O:37])[CH:32]=2)=[CH:25][CH:24]=1, predict the reaction product. The product is: [CH3:22][C:23]1[N:28]=[CH:27][C:26]([CH2:29][O:30][C:31]2[CH:36]=[CH:35][N:34]([C:2]3[CH:7]=[CH:6][C:5]4[C:8]5[CH2:13][CH2:12][N:11]([C:14]([O:16][C:17]([CH3:20])([CH3:19])[CH3:18])=[O:15])[CH2:10][C:9]=5[S:21][C:4]=4[CH:3]=3)[C:33](=[O:37])[CH:32]=2)=[CH:25][CH:24]=1. (8) Given the reactants Br[C:2]1[CH:7]=[CH:6][CH:5]=[CH:4][C:3]=1[S:8][CH2:9][C@H:10]1[C@H:16]([C:17]2[CH:22]=[CH:21][C:20]([Cl:23])=[C:19]([Cl:24])[CH:18]=2)[O:15][CH2:14][CH2:13][N:12]([C:25]([O:27][C:28]([CH3:31])([CH3:30])[CH3:29])=[O:26])[CH2:11]1.[Cu](C#N)[C:33]#[N:34], predict the reaction product. The product is: [C:33]([C:2]1[CH:7]=[CH:6][CH:5]=[CH:4][C:3]=1[S:8][CH2:9][C@H:10]1[C@H:16]([C:17]2[CH:22]=[CH:21][C:20]([Cl:23])=[C:19]([Cl:24])[CH:18]=2)[O:15][CH2:14][CH2:13][N:12]([C:25]([O:27][C:28]([CH3:31])([CH3:30])[CH3:29])=[O:26])[CH2:11]1)#[N:34].